This data is from Peptide-MHC class II binding affinity with 134,281 pairs from IEDB. The task is: Regression. Given a peptide amino acid sequence and an MHC pseudo amino acid sequence, predict their binding affinity value. This is MHC class II binding data. (1) The peptide sequence is LCHLITKETPDRLTD. The MHC is DRB1_0101 with pseudo-sequence DRB1_0101. The binding affinity (normalized) is 0.616. (2) The peptide sequence is AETAVNTLFEKLEPM. The MHC is DRB1_0405 with pseudo-sequence DRB1_0405. The binding affinity (normalized) is 0.486. (3) The peptide sequence is LDHSKWGPFMSPALF. The MHC is DRB1_0101 with pseudo-sequence DRB1_0101. The binding affinity (normalized) is 0.628. (4) The peptide sequence is GELQWVDKIDAAFKI. The MHC is DRB1_0802 with pseudo-sequence DRB1_0802. The binding affinity (normalized) is 0.483.